Dataset: Full USPTO retrosynthesis dataset with 1.9M reactions from patents (1976-2016). Task: Predict the reactants needed to synthesize the given product. (1) Given the product [NH2:57][C:53]([CH3:54])([CH3:52])[C:55]#[C:56][C:2]1[N:7]=[C:6]([C@@H:8]([NH:18][C:19](=[O:36])[CH2:20][N:21]2[C:25]3[C:26]([F:30])([F:31])[C@@H:27]4[CH2:29][C@@H:28]4[C:24]=3[C:23]([C:32]([F:35])([F:34])[F:33])=[N:22]2)[CH2:9][C:10]2[CH:11]=[C:12]([F:17])[CH:13]=[C:14]([F:16])[CH:15]=2)[C:5]([C:37]2[CH:38]=[CH:39][CH:40]=[C:41]3[C:45]=2[N:44]([CH3:46])[N:43]=[C:42]3[NH:47][S:48]([CH3:51])(=[O:49])=[O:50])=[CH:4][CH:3]=1, predict the reactants needed to synthesize it. The reactants are: Cl[C:2]1[N:7]=[C:6]([C@@H:8]([NH:18][C:19](=[O:36])[CH2:20][N:21]2[C:25]3[C:26]([F:31])([F:30])[C@@H:27]4[CH2:29][C@@H:28]4[C:24]=3[C:23]([C:32]([F:35])([F:34])[F:33])=[N:22]2)[CH2:9][C:10]2[CH:15]=[C:14]([F:16])[CH:13]=[C:12]([F:17])[CH:11]=2)[C:5]([C:37]2[CH:38]=[CH:39][CH:40]=[C:41]3[C:45]=2[N:44]([CH3:46])[N:43]=[C:42]3[NH:47][S:48]([CH3:51])(=[O:50])=[O:49])=[CH:4][CH:3]=1.[CH3:52][C:53]([NH2:57])([C:55]#[CH:56])[CH3:54]. (2) Given the product [NH2:1][C:4]1[CH:13]=[CH:12][C:7]2[B:8]([OH:11])[O:9][CH2:10][C:6]=2[CH:5]=1, predict the reactants needed to synthesize it. The reactants are: [N+:1]([C:4]1[CH:13]=[CH:12][C:7]2[B:8]([OH:11])[O:9][CH2:10][C:6]=2[CH:5]=1)([O-])=O.Cl. (3) Given the product [CH:1]1([C@H:7]([NH:12][C:13]([C:15]2[CH:19]=[C:18]([C:20]3[CH:25]=[CH:24][CH:23]=[CH:22][CH:21]=3)[S:17][C:16]=2[NH:26][C:27]([NH:29][C:30]2[C:31]([Cl:37])=[CH:32][CH:33]=[CH:34][C:35]=2[Cl:36])=[O:28])=[O:14])[C:8]([OH:10])=[O:9])[CH2:6][CH2:5][CH2:4][CH2:3][CH2:2]1, predict the reactants needed to synthesize it. The reactants are: [CH:1]1([C@H:7]([NH:12][C:13]([C:15]2[CH:19]=[C:18]([C:20]3[CH:25]=[CH:24][CH:23]=[CH:22][CH:21]=3)[S:17][C:16]=2[NH:26][C:27]([NH:29][C:30]2[C:35]([Cl:36])=[CH:34][CH:33]=[CH:32][C:31]=2[Cl:37])=[O:28])=[O:14])[C:8]([O:10]C)=[O:9])[CH2:6][CH2:5][CH2:4][CH2:3][CH2:2]1.[OH-].[Li+].